From a dataset of Forward reaction prediction with 1.9M reactions from USPTO patents (1976-2016). Predict the product of the given reaction. (1) Given the reactants [Cl:1][C:2]1[CH:3]=[CH:4][C:5](F)=[C:6]([CH:9]=1)[CH:7]=[O:8].[C:11]([C:13]1[CH:18]=[CH:17][C:16]([OH:19])=[CH:15][CH:14]=1)#[N:12].C([O-])([O-])=O.[K+].[K+], predict the reaction product. The product is: [Cl:1][C:2]1[CH:3]=[CH:4][C:5]([O:19][C:16]2[CH:17]=[CH:18][C:13]([C:11]#[N:12])=[CH:14][CH:15]=2)=[C:6]([CH:7]=[O:8])[CH:9]=1. (2) Given the reactants [C:1]1([C:7]2(C(O)=O)[CH2:12][CH2:11][CH2:10][CH2:9][CH2:8]2)[CH:6]=[CH:5][CH:4]=[CH:3][CH:2]=1.C([N:18]([CH2:21]C)CC)C.C1(P(N=[N+]=[N-])(C2C=CC=CC=2)=[O:30])C=CC=CC=1.[CH2:40]([OH:47])[C:41]1[CH:46]=[CH:45][CH:44]=[CH:43][CH:42]=1, predict the reaction product. The product is: [CH2:40]([O:47][C:21](=[O:30])[NH:18][C:7]1([C:1]2[CH:2]=[CH:3][CH:4]=[CH:5][CH:6]=2)[CH2:8][CH2:9][CH2:10][CH2:11][CH2:12]1)[C:41]1[CH:46]=[CH:45][CH:44]=[CH:43][CH:42]=1. (3) Given the reactants [CH3:1][N:2]([CH3:18])[CH2:3][CH2:4][CH2:5][O:6][C:7]1[CH:16]=[C:15]2[C:10]([C:11](=O)[NH:12][CH:13]=[N:14]2)=[CH:9][CH:8]=1.P(Cl)(Cl)([Cl:21])=O, predict the reaction product. The product is: [Cl:21][C:11]1[C:10]2[C:15](=[CH:16][C:7]([O:6][CH2:5][CH2:4][CH2:3][N:2]([CH3:18])[CH3:1])=[CH:8][CH:9]=2)[N:14]=[CH:13][N:12]=1. (4) Given the reactants [F-].C([N+](CCCC)(CCCC)CCCC)CCC.[Cl:19][C:20]1[N:30]=[CH:29][C:28]([CH2:31][N:32]2[C:36]([CH3:37])=[C:35]([C:38]3[CH:43]=[CH:42][C:41]([C:44]#[N:45])=[CH:40][CH:39]=3)[C:34]([C:46]#[N:47])=[C:33]2[CH:48]=[O:49])=[CH:27][C:21]=1[C:22]([O:24][CH2:25][CH3:26])=[O:23].C[Si](C)(C)[C:52]([F:55])([F:54])[F:53].[Cl-].[Na+], predict the reaction product. The product is: [Cl:19][C:20]1[N:30]=[CH:29][C:28]([CH2:31][N:32]2[C:36]([CH3:37])=[C:35]([C:38]3[CH:39]=[CH:40][C:41]([C:44]#[N:45])=[CH:42][CH:43]=3)[C:34]([C:46]#[N:47])=[C:33]2[CH:48]([OH:49])[C:52]([F:55])([F:54])[F:53])=[CH:27][C:21]=1[C:22]([O:24][CH2:25][CH3:26])=[O:23]. (5) Given the reactants [Si]([O:8][CH2:9][CH2:10][CH2:11][O:12][C:13]1[N:17]([C:18]2[CH:27]=[CH:26][C:25]3[C:20](=[CH:21][CH:22]=[CH:23][CH:24]=3)[CH:19]=2)[N:16]=[C:15]([C:28]2[CH:33]=[C:32]([Cl:34])[CH:31]=[C:30]([Cl:35])[CH:29]=2)[CH:14]=1)(C(C)(C)C)(C)C.[F-].C([N+](CCCC)(CCCC)CCCC)CCC, predict the reaction product. The product is: [Cl:34][C:32]1[CH:33]=[C:28]([C:15]2[CH:14]=[C:13]([O:12][CH2:11][CH2:10][CH2:9][OH:8])[N:17]([C:18]3[CH:27]=[CH:26][C:25]4[C:20](=[CH:21][CH:22]=[CH:23][CH:24]=4)[CH:19]=3)[N:16]=2)[CH:29]=[C:30]([Cl:35])[CH:31]=1. (6) Given the reactants [OH:1][C:2]1[C:3]([C:15]2[CH:20]=[CH:19][CH:18]=[CH:17][CH:16]=2)=[N:4][C:5]2[C:10]([C:11]=1[C:12](O)=[O:13])=[CH:9][CH:8]=[CH:7][CH:6]=2.ON1C2C=CC=CC=2N=N1.[CH2:31]([C@H:33]([NH2:40])[C:34]1[CH:39]=[CH:38][CH:37]=[CH:36][CH:35]=1)[CH3:32].C1(N=C=NC2CCCCC2)CCCCC1, predict the reaction product. The product is: [CH2:31]([C@H:33]([NH:40][C:12]([C:11]1[C:10]2[C:5](=[CH:6][CH:7]=[CH:8][CH:9]=2)[N:4]=[C:3]([C:15]2[CH:20]=[CH:19][CH:18]=[CH:17][CH:16]=2)[C:2]=1[OH:1])=[O:13])[C:34]1[CH:39]=[CH:38][CH:37]=[CH:36][CH:35]=1)[CH3:32]. (7) Given the reactants [F:1][C:2]1[C:7](I)=[CH:6][N:5]=[C:4]([NH2:9])[CH:3]=1.C[C:11]([N:13](C)C)=O, predict the reaction product. The product is: [NH2:9][C:4]1[CH:3]=[C:2]([F:1])[C:7]([C:11]#[N:13])=[CH:6][N:5]=1. (8) Given the reactants C(OC(N1C[C@H](CCC2C=CC=CC=2)[C@@H](C(O)=O)C1)=O)(C)(C)C.C[O:25][C:26]([C@@H:28]1[C@@H:32]([CH2:33][CH2:34][C:35]2[C:44]3[C:39](=[CH:40][CH:41]=[CH:42][CH:43]=3)[CH:38]=[CH:37][CH:36]=2)[CH2:31][N:30]([C:45]([O:47][C:48]([CH3:51])([CH3:50])[CH3:49])=[O:46])[CH2:29]1)=[O:27], predict the reaction product. The product is: [C:48]([O:47][C:45]([N:30]1[CH2:31][C@H:32]([CH2:33][CH2:34][C:35]2[C:44]3[C:39](=[CH:40][CH:41]=[CH:42][CH:43]=3)[CH:38]=[CH:37][CH:36]=2)[C@@H:28]([C:26]([OH:27])=[O:25])[CH2:29]1)=[O:46])([CH3:51])([CH3:49])[CH3:50]. (9) The product is: [Cl:22][C:19]1[N:18]=[C:17]([C:23]([NH:25][CH2:26][CH:27]2[CH2:28][CH2:29][O:30][CH2:31][CH2:32]2)=[O:24])[C:16]([NH:15][C:13]([C:6]2[C:7]3[C:12](=[CH:11][CH:10]=[CH:9][CH:8]=3)[C:3]([CH2:2][O:34][CH3:33])=[CH:4][CH:5]=2)=[O:14])=[CH:21][CH:20]=1. Given the reactants Br[CH2:2][C:3]1[C:12]2[C:7](=[CH:8][CH:9]=[CH:10][CH:11]=2)[C:6]([C:13]([NH:15][C:16]2[C:17]([C:23]([NH:25][CH2:26][CH:27]3[CH2:32][CH2:31][O:30][CH2:29][CH2:28]3)=[O:24])=[N:18][C:19]([Cl:22])=[CH:20][CH:21]=2)=[O:14])=[CH:5][CH:4]=1.[CH3:33][O-:34].[Na+], predict the reaction product.